From a dataset of Catalyst prediction with 721,799 reactions and 888 catalyst types from USPTO. Predict which catalyst facilitates the given reaction. (1) Reactant: [NH2:1][C:2]1[CH:7]=[CH:6][C:5]([O:8][C:9]([F:12])([F:11])[F:10])=[CH:4][C:3]=1[C:13]([C:15]1[CH:20]=[CH:19][C:18]([Cl:21])=[CH:17][CH:16]=1)=O.[F:22][C:23]([F:31])([F:30])[C:24](=[O:29])[CH2:25][C:26](=O)[CH3:27].C(O)(C)C. Product: [Cl:21][C:18]1[CH:19]=[CH:20][C:15]([C:13]2[C:3]3[C:2](=[CH:7][CH:6]=[C:5]([O:8][C:9]([F:12])([F:11])[F:10])[CH:4]=3)[N:1]=[C:26]([CH3:27])[C:25]=2[C:24](=[O:29])[C:23]([F:31])([F:30])[F:22])=[CH:16][CH:17]=1. The catalyst class is: 644. (2) Reactant: C(O)(=O)C.[I:5][C:6]1[CH:11]=[CH:10][C:9]([CH:12]2[CH:21]([C:22]3[CH:27]=[CH:26][CH:25]=[C:24]([O:28]C4CCCCO4)[CH:23]=3)[C:20]([CH3:36])(O)[C:19]3[C:14](=[CH:15][CH:16]=[C:17]([O:37]C4CCCCO4)[CH:18]=3)[O:13]2)=[CH:8][CH:7]=1. Product: [OH:28][C:24]1[CH:23]=[C:22]([C:21]2[CH:12]([C:9]3[CH:8]=[CH:7][C:6]([I:5])=[CH:11][CH:10]=3)[O:13][C:14]3[C:19]([C:20]=2[CH3:36])=[CH:18][C:17]([OH:37])=[CH:16][CH:15]=3)[CH:27]=[CH:26][CH:25]=1. The catalyst class is: 6.